Task: Predict the product of the given reaction.. Dataset: Forward reaction prediction with 1.9M reactions from USPTO patents (1976-2016) (1) Given the reactants [S:1]1[CH:5]=[CH:4][C:3]2[CH:6]=[CH:7][CH:8]=[C:9](B(O)O)[C:2]1=2.[NH2:13][C:14]1[CH:19]=[CH:18][CH:17]=[CH:16][CH:15]=1.O.O=[CH:22][C:23]([OH:25])=[O:24], predict the reaction product. The product is: [S:1]1[CH:5]=[CH:4][C:3]2[CH:6]=[CH:7][CH:8]=[C:9]([CH:22]([NH:13][C:14]3[CH:19]=[CH:18][CH:17]=[CH:16][CH:15]=3)[C:23]([OH:25])=[O:24])[C:2]1=2. (2) Given the reactants CI.[OH:3][C:4]1[C:5]([C:9]([O:11][CH2:12][CH3:13])=[O:10])=[N:6][S:7][CH:8]=1.[C:14](=O)([O-])[O-].[K+].[K+].O, predict the reaction product. The product is: [CH3:14][O:3][C:4]1[C:5]([C:9]([O:11][CH2:12][CH3:13])=[O:10])=[N:6][S:7][CH:8]=1.